From a dataset of NCI-60 drug combinations with 297,098 pairs across 59 cell lines. Regression. Given two drug SMILES strings and cell line genomic features, predict the synergy score measuring deviation from expected non-interaction effect. Drug 2: CC(C)NC(=O)C1=CC=C(C=C1)CNNC.Cl. Drug 1: C#CCC(CC1=CN=C2C(=N1)C(=NC(=N2)N)N)C3=CC=C(C=C3)C(=O)NC(CCC(=O)O)C(=O)O. Synergy scores: CSS=-1.39, Synergy_ZIP=0.323, Synergy_Bliss=-1.77, Synergy_Loewe=-0.0878, Synergy_HSA=-3.25. Cell line: UO-31.